From a dataset of Full USPTO retrosynthesis dataset with 1.9M reactions from patents (1976-2016). Predict the reactants needed to synthesize the given product. (1) Given the product [CH2:1]([O:3][C:4]1[CH:9]=[CH:8][C:7]([C:10]2[CH:15]=[CH:14][C:13]([CH2:16][CH2:17][CH:18]3[CH2:19][CH2:20][CH:21]([CH:24]4[CH2:29][CH2:28][CH:27]([CH2:30][CH2:31][CH3:32])[CH2:26][CH2:25]4)[CH2:22][O:23]3)=[C:12]([F:33])[C:11]=2[F:34])=[C:6]([F:35])[C:5]=1[F:36])[CH3:2], predict the reactants needed to synthesize it. The reactants are: [CH2:1]([O:3][C:4]1[CH:9]=[CH:8][C:7]([C:10]2[CH:15]=[CH:14][C:13]([CH2:16][CH2:17][C:18]3[O:23][CH2:22][CH:21]([CH:24]4[CH2:29][CH2:28][CH:27]([CH2:30][CH2:31][CH3:32])[CH2:26][CH2:25]4)[CH2:20][CH:19]=3)=[C:12]([F:33])[C:11]=2[F:34])=[C:6]([F:35])[C:5]=1[F:36])[CH3:2]. (2) The reactants are: [Br:1][C:2]1[CH:3]=[N:4][C:5](Cl)=[N:6][CH:7]=1.C(N(C(C)C)CC)(C)C.[NH:18]1[CH2:23][CH2:22][O:21][CH2:20][CH2:19]1. Given the product [Br:1][C:2]1[CH:3]=[N:4][C:5]([N:18]2[CH2:23][CH2:22][O:21][CH2:20][CH2:19]2)=[N:6][CH:7]=1, predict the reactants needed to synthesize it. (3) Given the product [F:18][C:14]1[CH:13]=[C:12]([C:10]2[O:8][C:7]3[C:6]([I:9])=[CH:5][N:4]=[CH:3][C:2]=3[CH:11]=2)[CH:17]=[CH:16][CH:15]=1, predict the reactants needed to synthesize it. The reactants are: I[C:2]1[CH:3]=[N:4][CH:5]=[C:6]([I:9])[C:7]=1[OH:8].[C:10]([C:12]1[CH:17]=[CH:16][CH:15]=[C:14]([F:18])[CH:13]=1)#[CH:11].N1C=CC=CC=1. (4) Given the product [C:1]1([C:7]23[CH2:14][CH2:13][C:10]([C:15]([Cl:21])=[O:17])([CH2:11][CH2:12]2)[CH2:9][CH2:8]3)[CH:6]=[CH:5][CH:4]=[CH:3][CH:2]=1, predict the reactants needed to synthesize it. The reactants are: [C:1]1([C:7]23[CH2:14][CH2:13][C:10]([C:15]([OH:17])=O)([CH2:11][CH2:12]2)[CH2:9][CH2:8]3)[CH:6]=[CH:5][CH:4]=[CH:3][CH:2]=1.C(Cl)(=O)C([Cl:21])=O. (5) Given the product [Br:1][C:2]1[CH:3]=[C:4]([CH:28]=[CH:29][C:30]=1[OH:31])[CH2:5][C@H:6]1[C@H:14]2[C@@H:10]([N:11]([CH2:16][C:17]3[CH:22]=[CH:21][CH:20]=[C:19]([CH:23]4[CH2:25][CH2:24]4)[CH:18]=3)[C:12](=[O:15])[O:13]2)[CH2:9][S:8](=[O:27])(=[O:26])[CH2:7]1, predict the reactants needed to synthesize it. The reactants are: [Br:1][C:2]1[CH:3]=[C:4]([CH:28]=[CH:29][C:30]=1[O:31]C)[CH2:5][C@H:6]1[C@H:14]2[C@@H:10]([N:11]([CH2:16][C:17]3[CH:22]=[CH:21][CH:20]=[C:19]([CH:23]4[CH2:25][CH2:24]4)[CH:18]=3)[C:12](=[O:15])[O:13]2)[CH2:9][S:8](=[O:27])(=[O:26])[CH2:7]1.B(Br)(Br)Br. (6) Given the product [CH:31]1([CH2:30][O:29][C:22]2[CH:23]=[C:24]([O:27][CH3:28])[CH:25]=[CH:26][C:21]=2[C:20]2[CH:19]=[CH:18][N:17]=[C:16]3[C:12]([C:10]([NH:9][C@H:6]4[CH2:7][CH2:8][C@@H:3]([NH:2][C:39](=[O:38])[CH2:40][OH:41])[CH2:4][CH2:5]4)=[O:11])=[C:13]([CH3:34])[NH:14][C:15]=23)[CH2:32][CH2:33]1, predict the reactants needed to synthesize it. The reactants are: Cl.[NH2:2][C@@H:3]1[CH2:8][CH2:7][C@H:6]([NH:9][C:10]([C:12]2[C:16]3=[N:17][CH:18]=[CH:19][C:20]([C:21]4[CH:26]=[CH:25][C:24]([O:27][CH3:28])=[CH:23][C:22]=4[O:29][CH2:30][CH:31]4[CH2:33][CH2:32]4)=[C:15]3[NH:14][C:13]=2[CH3:34])=[O:11])[CH2:5][CH2:4]1.C([O:38][CH2:39][C:40](Cl)=[O:41])(=O)C. (7) Given the product [CH2:1]([N:5]([CH:19]1[CH2:24][CH2:23][N:22]([C:25](=[O:33])[CH:26]([NH:31][CH3:32])[CH2:27][CH:28]([CH3:30])[CH3:29])[CH2:21][CH2:20]1)[S:6]([C:9]1[CH:14]=[CH:13][CH:12]=[C:11]([C:15]([F:18])([F:16])[F:17])[CH:10]=1)(=[O:8])=[O:7])[CH2:2][CH2:3][CH3:4].[CH:1]1([N:5]([CH:19]2[CH2:20][CH2:21][N:22]([C:25](=[O:33])[CH:26]([N:31]([CH3:32])[CH3:34])[CH2:27][CH:28]([CH3:30])[CH3:29])[CH2:23][CH2:24]2)[S:6]([C:9]2[CH:14]=[CH:13][CH:12]=[C:11]([C:15]([F:18])([F:16])[F:17])[CH:10]=2)(=[O:8])=[O:7])[CH2:3][CH2:2]1, predict the reactants needed to synthesize it. The reactants are: [CH2:1]([N:5]([CH:19]1[CH2:24][CH2:23][N:22]([C:25](=[O:33])[CH:26]([NH:31][CH3:32])[CH2:27][CH:28]([CH3:30])[CH3:29])[CH2:21][CH2:20]1)[S:6]([C:9]1[CH:14]=[CH:13][CH:12]=[C:11]([C:15]([F:18])([F:17])[F:16])[CH:10]=1)(=[O:8])=[O:7])[CH2:2][CH2:3][CH3:4].[CH3:34]O.C=O.